Predict the reaction yield, written as a fraction of the theoretical maximum amount of product (1.0 means a 100% yield; for example, 0.34 means a 34% yield). From a dataset of Reaction yield outcomes from USPTO patents with 853,638 reactions. The reactants are [CH:1]1([CH:4]=O)[CH2:3][CH2:2]1.[CH3:6][C:7]([S@@:10]([NH2:12])=[O:11])([CH3:9])[CH3:8]. The catalyst is C(Cl)Cl.[O-]S([O-])(=O)=O.[Cu+2]. The product is [CH:1]1([CH:4]=[N:12][S@:10]([C:7]([CH3:9])([CH3:8])[CH3:6])=[O:11])[CH2:3][CH2:2]1. The yield is 0.950.